This data is from Peptide-MHC class I binding affinity with 185,985 pairs from IEDB/IMGT. The task is: Regression. Given a peptide amino acid sequence and an MHC pseudo amino acid sequence, predict their binding affinity value. This is MHC class I binding data. The peptide sequence is EVYDFAFRDL. The MHC is H-2-Kb with pseudo-sequence H-2-Kb. The binding affinity (normalized) is 0.574.